Binary Classification. Given a drug SMILES string, predict its activity (active/inactive) in a high-throughput screening assay against a specified biological target. From a dataset of Cav3 T-type calcium channel HTS with 100,875 compounds. (1) The drug is Brc1ccc(Oc2n(nnn2)c2ccccc2)cc1. The result is 0 (inactive). (2) The compound is s1c(CC(=O)N2CCN(CC2)C(=O)C2OCCC2)ccc1. The result is 0 (inactive). (3) The compound is S(=O)(=O)(Nc1ccc(cc1)C)c1ccc(NC(OC)=O)cc1. The result is 0 (inactive). (4) The molecule is S=C(NCCCC)NNC(=O)c1noc(c1)C. The result is 0 (inactive). (5) The drug is Brc1oc(C(=O)Nc2c(c3ccccc3)cccc2)cc1. The result is 1 (active). (6) The molecule is OC(CNC12CC3CC(C1)CC(C2)C3)CN1C(=O)C(NC1=O)(C)C. The result is 0 (inactive). (7) The drug is s1c2nc(cc(c2c2[nH]c(=O)[nH]c(=O)c12)c1sccc1)C. The result is 0 (inactive). (8) The drug is Clc1c(c2oc(cc2)/C=N\c2[nH]ncn2)cc(Cl)cc1. The result is 0 (inactive). (9) The molecule is Brc1oc(C(=O)Nc2c(c(ccc2)C(=O)Nc2c(cccc2)C(OC)=O)C)cc1. The result is 1 (active). (10) The compound is O(CC(=O)N1CCN(CC1)Cc1cc2OCOc2cc1)c1c2c(n(c(=O)c1)C)cccc2. The result is 0 (inactive).